Dataset: Merck oncology drug combination screen with 23,052 pairs across 39 cell lines. Task: Regression. Given two drug SMILES strings and cell line genomic features, predict the synergy score measuring deviation from expected non-interaction effect. (1) Drug 1: O=S1(=O)NC2(CN1CC(F)(F)F)C1CCC2Cc2cc(C=CCN3CCC(C(F)(F)F)CC3)ccc2C1. Drug 2: CCC1(O)C(=O)OCc2c1cc1n(c2=O)Cc2cc3c(CN(C)C)c(O)ccc3nc2-1. Cell line: SKOV3. Synergy scores: synergy=50.7. (2) Drug 1: N#Cc1ccc(Cn2cncc2CN2CCN(c3cccc(Cl)c3)C(=O)C2)cc1. Drug 2: NC1(c2ccc(-c3nc4ccn5c(=O)[nH]nc5c4cc3-c3ccccc3)cc2)CCC1. Cell line: SKOV3. Synergy scores: synergy=28.7. (3) Drug 1: CCC1=CC2CN(C1)Cc1c([nH]c3ccccc13)C(C(=O)OC)(c1cc3c(cc1OC)N(C)C1C(O)(C(=O)OC)C(OC(C)=O)C4(CC)C=CCN5CCC31C54)C2. Drug 2: Cn1c(=O)n(-c2ccc(C(C)(C)C#N)cc2)c2c3cc(-c4cnc5ccccc5c4)ccc3ncc21. Cell line: HT29. Synergy scores: synergy=-8.98. (4) Drug 1: C=CCn1c(=O)c2cnc(Nc3ccc(N4CCN(C)CC4)cc3)nc2n1-c1cccc(C(C)(C)O)n1. Drug 2: COC1=C2CC(C)CC(OC)C(O)C(C)C=C(C)C(OC(N)=O)C(OC)C=CC=C(C)C(=O)NC(=CC1=O)C2=O. Cell line: SKOV3. Synergy scores: synergy=-1.62. (5) Cell line: LOVO. Drug 1: COC12C(COC(N)=O)C3=C(C(=O)C(C)=C(N)C3=O)N1CC1NC12. Synergy scores: synergy=19.5. Drug 2: COC1CC2CCC(C)C(O)(O2)C(=O)C(=O)N2CCCCC2C(=O)OC(C(C)CC2CCC(OP(C)(C)=O)C(OC)C2)CC(=O)C(C)C=C(C)C(O)C(OC)C(=O)C(C)CC(C)C=CC=CC=C1C.